Predict the reaction yield, written as a fraction of the theoretical maximum amount of product (1.0 means a 100% yield; for example, 0.34 means a 34% yield). From a dataset of Reaction yield outcomes from USPTO patents with 853,638 reactions. (1) The reactants are C(OC([N:8]1[C:16]2[C:11](=[CH:12][C:13]([N:17](C(OC(C)(C)C)=O)[C:18]3[CH:23]=[CH:22][N:21]=[C:20]([C:24]4[CH:29]=[CH:28][CH:27]=[C:26]([CH2:30][CH2:31][C:32]([NH:34][CH:35]5[CH2:37][CH2:36]5)=[O:33])[CH:25]=4)[N:19]=3)=[CH:14][CH:15]=2)[CH:10]=[N:9]1)=O)(C)(C)C.Cl. The catalyst is C(OCC)C. The product is [NH:8]1[C:16]2[C:11](=[CH:12][C:13]([NH:17][C:18]3[CH:23]=[CH:22][N:21]=[C:20]([C:24]4[CH:25]=[C:26]([CH2:30][CH2:31][C:32]([NH:34][CH:35]5[CH2:37][CH2:36]5)=[O:33])[CH:27]=[CH:28][CH:29]=4)[N:19]=3)=[CH:14][CH:15]=2)[CH:10]=[N:9]1. The yield is 0.340. (2) The yield is 0.860. The product is [CH3:1][O:2][C:3]1[CH:4]=[C:5]2[C:14](=[CH:15][CH:16]=1)[CH:13]([CH2:17][N:37]1[CH2:41][CH2:40][CH2:39][CH2:38]1)[CH:12]([C:29]1[CH:34]=[CH:33][C:32]([O:35][CH3:36])=[CH:31][CH:30]=1)[CH:11]1[CH:6]2[CH2:7][CH2:8][CH2:9][CH2:10]1. The catalyst is C1C=CC=CC=1. The reactants are [CH3:1][O:2][C:3]1[CH:4]=[C:5]2[C:14](=[CH:15][CH:16]=1)[CH:13]([CH2:17]OS(C1C=CC(C)=CC=1)(=O)=O)[CH:12]([C:29]1[CH:34]=[CH:33][C:32]([O:35][CH3:36])=[CH:31][CH:30]=1)[CH:11]1[CH:6]2[CH2:7][CH2:8][CH2:9][CH2:10]1.[NH:37]1[CH2:41][CH2:40][CH2:39][CH2:38]1. (3) The reactants are [NH2:1][C:2]1[N:3]=[C:4]([OH:23])[C:5]2[CH:11]=[CH:10][C:9]([C:12]3[C:17]([C:18]([F:21])([F:20])[F:19])=[CH:16][CH:15]=[CH:14][C:13]=3[F:22])=[N:8][C:6]=2[N:7]=1.[CH3:24][C:25]([CH3:36])([CH3:35])[C:26](O[C:26](=[O:27])[C:25]([CH3:36])([CH3:35])[CH3:24])=[O:27]. The catalyst is N1C=CC=CC=1. The product is [F:22][C:13]1[CH:14]=[CH:15][CH:16]=[C:17]([C:18]([F:20])([F:21])[F:19])[C:12]=1[C:9]1[CH:10]=[CH:11][C:5]2[C:4]([OH:23])=[N:3][C:2]([NH:1][C:26](=[O:27])[C:25]([CH3:36])([CH3:35])[CH3:24])=[N:7][C:6]=2[N:8]=1. The yield is 0.520. (4) The reactants are [BH4-].[Li+].[N+:3]([C:6]1[CH:7]=[C:8]([CH:12]([CH3:17])[C:13](OC)=[O:14])[CH:9]=[CH:10][CH:11]=1)([O-:5])=[O:4]. The catalyst is C1COCC1. The product is [N+:3]([C:6]1[CH:7]=[C:8]([CH:12]([CH3:17])[CH2:13][OH:14])[CH:9]=[CH:10][CH:11]=1)([O-:5])=[O:4]. The yield is 1.00. (5) The reactants are [F:1][C:2]([F:34])([F:33])[CH2:3][O:4][C:5]1[CH:32]=[CH:31][C:8]([C:9]([NH:11][C:12]2[CH:17]=[CH:16][C:15]([C@@H:18]3[O:23][CH2:22][CH2:21][N:20](C(OC(C)(C)C)=O)[CH2:19]3)=[CH:14][CH:13]=2)=[O:10])=[CH:7][N:6]=1.[ClH:35]. The catalyst is O1CCOCC1. The product is [ClH:35].[NH:20]1[CH2:21][CH2:22][O:23][C@@H:18]([C:15]2[CH:14]=[CH:13][C:12]([NH:11][C:9](=[O:10])[C:8]3[CH:31]=[CH:32][C:5]([O:4][CH2:3][C:2]([F:1])([F:33])[F:34])=[N:6][CH:7]=3)=[CH:17][CH:16]=2)[CH2:19]1. The yield is 0.940. (6) The reactants are [CH3:1][N:2]1[CH:6]=[CH:5][N:4]=[CH:3]1.C([Li])CCC.[C:12]([C:14]1[CH:19]=[CH:18][C:17]([NH:20][C:21]2[C:29]([F:30])=[C:28]([F:31])[CH:27]=[CH:26][C:22]=2[C:23](O)=[O:24])=[C:16]([F:32])[CH:15]=1)#[CH:13]. The catalyst is O1CCCC1. The product is [C:12]([C:14]1[CH:19]=[CH:18][C:17]([NH:20][C:21]2[C:29]([F:30])=[C:28]([F:31])[CH:27]=[CH:26][C:22]=2[C:23]([C:3]2[N:2]([CH3:1])[CH:6]=[CH:5][N:4]=2)=[O:24])=[C:16]([F:32])[CH:15]=1)#[CH:13]. The yield is 0.430. (7) The reactants are C([Mg]Cl)(C)C.[CH2:6]([O:9][C:10]1[C:11](Br)=[N:12][CH:13]=[CH:14][CH:15]=1)[CH:7]=[CH2:8].[F:17][C:18]1[CH:25]=[CH:24][C:23]([F:26])=[CH:22][C:19]=1[CH:20]=[O:21].[Cl-].[NH4+]. The catalyst is O1CCCC1. The product is [CH2:6]([O:9][C:10]1[C:11]([CH:20]([C:19]2[CH:22]=[C:23]([F:26])[CH:24]=[CH:25][C:18]=2[F:17])[OH:21])=[N:12][CH:13]=[CH:14][CH:15]=1)[CH:7]=[CH2:8]. The yield is 0.450. (8) The reactants are [CH3:1][N:2]([CH3:17])[CH2:3][CH2:4][CH2:5][N:6]1[CH2:11][CH2:10][S:9][C:8]2[CH:12]=[C:13]([NH2:16])[CH:14]=[CH:15][C:7]1=2.I.[S:19]1[CH:23]=[CH:22][CH:21]=[C:20]1[C:24](SC)=[NH:25]. The catalyst is C(O)C.C([O-])(O)=O.[Na+]. The product is [CH3:17][N:2]([CH3:1])[CH2:3][CH2:4][CH2:5][N:6]1[CH2:11][CH2:10][S:9][C:8]2[CH:12]=[C:13]([NH:16][C:24]([C:20]3[S:19][CH:23]=[CH:22][CH:21]=3)=[NH:25])[CH:14]=[CH:15][C:7]1=2. The yield is 0.860.